The task is: Predict the product of the given reaction.. This data is from Forward reaction prediction with 1.9M reactions from USPTO patents (1976-2016). (1) Given the reactants FC(F)(F)C(O)=O.FC(F)(F)C(O)=O.[F:15][C:16]([F:38])([F:37])[C:17]1[CH:18]=[C:19]([N:23]2[CH2:28][CH2:27][CH:26]([C:29]([N:31]3[CH2:35][CH2:34][C@H:33]([NH2:36])[CH2:32]3)=[O:30])[CH2:25][CH2:24]2)[CH:20]=[CH:21][CH:22]=1.[OH:39][C:40]1([C:47]2[CH:52]=[CH:51][CH:50]=[CH:49][N:48]=2)[CH2:45][CH2:44][C:43](=O)[CH2:42][CH2:41]1.C(N(CC)CC)C.[Na], predict the reaction product. The product is: [N:48]1[CH:49]=[CH:50][CH:51]=[CH:52][C:47]=1[C:40]1([OH:39])[CH2:45][CH2:44][CH:43]([NH:36][C@H:33]2[CH2:34][CH2:35][N:31]([C:29]([CH:26]3[CH2:27][CH2:28][N:23]([C:19]4[CH:20]=[CH:21][CH:22]=[C:17]([C:16]([F:15])([F:37])[F:38])[CH:18]=4)[CH2:24][CH2:25]3)=[O:30])[CH2:32]2)[CH2:42][CH2:41]1. (2) Given the reactants [NH2:1][CH2:2][CH2:3][N:4]1[C:16]2[C:15]3[CH:14]=[CH:13][CH:12]=[CH:11][C:10]=3[N:9]=[C:8]([C:17]([F:20])([F:19])[F:18])[C:7]=2[N:6]=[C:5]1[C:21]1[CH:26]=[CH:25][CH:24]=[CH:23][CH:22]=1.C(N(CC)CC)C.O.[CH3:35][S:36](Cl)(=[O:38])=[O:37], predict the reaction product. The product is: [C:21]1([C:5]2[N:4]([CH2:3][CH2:2][NH:1][S:36]([CH3:35])(=[O:38])=[O:37])[C:16]3[C:15]4[CH:14]=[CH:13][CH:12]=[CH:11][C:10]=4[N:9]=[C:8]([C:17]([F:20])([F:19])[F:18])[C:7]=3[N:6]=2)[CH:26]=[CH:25][CH:24]=[CH:23][CH:22]=1. (3) Given the reactants [CH:1]1C=C(Cl)C=C(C(OO)=O)[CH:2]=1.[Cl:12][C:13]1[CH:18]=[CH:17][C:16]([S:19]([C:22]2[C:30]3[C:25](=[CH:26][CH:27]=[C:28]([CH3:31])[CH:29]=3)[N:24]([CH2:32][C:33]([OH:35])=[O:34])[C:23]=2[CH3:36])(=[O:21])=[O:20])=[CH:15][CH:14]=1, predict the reaction product. The product is: [Cl:12][C:13]1[CH:14]=[CH:15][C:16]([S:19]([C:22]2[C:30]3[C:25](=[CH:26][CH:27]=[C:28]([CH3:31])[CH:29]=3)[N:24]([CH2:32][C:33]([O:35][CH2:1][CH3:2])=[O:34])[C:23]=2[CH3:36])(=[O:21])=[O:20])=[CH:17][CH:18]=1. (4) Given the reactants [ClH:1].Cl.[CH3:3][C:4]1[CH:5]=[CH:6][C:7](OS(C2C=CC=CC=2S(N(C)CC2C=NC=CC=2)(=O)=O)(=O)=O)=[C:8]([CH:18]=1)[O:9][CH2:10][CH2:11][CH2:12][O:13][NH:14][C:15]([NH2:17])=[NH:16].CC1C=CC([O:54][S:55]([C:58]2[CH:63]=[CH:62][CH:61]=[CH:60][C:59]=2[S:64]([N:67]([CH3:75])[CH2:68][C:69]2[CH:70]=[N:71][CH:72]=[CH:73][CH:74]=2)(=[O:66])=[O:65])(=[O:57])=[O:56])=C(C=1)OCCCON.C(C(=CC1C=CC(O)=CC=1)C(O)=O)#N, predict the reaction product. The product is: [ClH:1].[ClH:1].[CH3:3][C:4]1[CH:5]=[C:6]([O:54][S:55]([C:58]2[CH:63]=[CH:62][CH:61]=[CH:60][C:59]=2[S:64]([N:67]([CH3:75])[CH2:68][C:69]2[CH:70]=[N:71][CH:72]=[CH:73][CH:74]=2)(=[O:65])=[O:66])(=[O:57])=[O:56])[CH:7]=[C:8]([CH:18]=1)[O:9][CH2:10][CH2:11][CH2:12][O:13][NH:14][C:15]([NH2:17])=[NH:16]. (5) Given the reactants F[C:2]1[CH:11]=[CH:10][C:5]([C:6]([O:8][CH3:9])=[O:7])=[CH:4][C:3]=1[N+:12]([O-:14])=[O:13].[F:15][C:16]1[CH:22]=[CH:21][C:19]([NH2:20])=[CH:18][CH:17]=1.CCN(C(C)C)C(C)C.O, predict the reaction product. The product is: [F:15][C:16]1[CH:22]=[CH:21][C:19]([NH:20][C:2]2[CH:11]=[CH:10][C:5]([C:6]([O:8][CH3:9])=[O:7])=[CH:4][C:3]=2[N+:12]([O-:14])=[O:13])=[CH:18][CH:17]=1. (6) Given the reactants [Cl:1][C:2]1[C:7]([Cl:8])=[CH:6][CH:5]=[CH:4][C:3]=1[N:9]1[CH2:14][CH2:13][N:12]([CH2:15][CH2:16][CH2:17][CH2:18][O:19][C:20]2[CH:29]=[C:28]3[C:23]([CH2:24][CH2:25][C:26](=[O:32])[N:27]3[CH2:30][OH:31])=[CH:22][CH:21]=2)[CH2:11][CH2:10]1.C(N(CC)CC)C.CS(Cl)(=O)=O.[C:45]([NH:48][CH2:49][CH2:50][CH2:51][C:52](O)=[O:53])(=[O:47])[CH3:46], predict the reaction product. The product is: [C:45]([NH:48][CH2:49][CH2:50][CH2:51][C:52]([O:31][CH2:30][N:27]1[C:28]2[C:23](=[CH:22][CH:21]=[C:20]([O:19][CH2:18][CH2:17][CH2:16][CH2:15][N:12]3[CH2:13][CH2:14][N:9]([C:3]4[CH:4]=[CH:5][CH:6]=[C:7]([Cl:8])[C:2]=4[Cl:1])[CH2:10][CH2:11]3)[CH:29]=2)[CH2:24][CH2:25][C:26]1=[O:32])=[O:53])(=[O:47])[CH3:46].